From a dataset of Forward reaction prediction with 1.9M reactions from USPTO patents (1976-2016). Predict the product of the given reaction. (1) The product is: [O:16]1[C:15](=[O:17])[CH2:14][CH2:13][C:12](=[O:19])[O:18][CH2:1][O:4][CH2:11][O:6][CH2:20]1. Given the reactants [C:1](Br)(=[O:4])CC.[O:6]1[CH2:11]CCOO1.[C:12]([OH:19])(=[O:18])[CH2:13][CH2:14][C:15]([OH:17])=[O:16].[CH:20](N(C(C)C)CC)(C)C, predict the reaction product. (2) Given the reactants [Cl-].[O:2]=[C:3]1[C:7]2[CH:8]=[CH:9][C:10]([O:12][CH:13]3[CH2:18][CH2:17][NH2+:16][CH2:15][CH2:14]3)=[CH:11][C:6]=2[CH2:5][O:4]1.[O:19]=[C:20]1[C:24]2[CH:25]=[CH:26][C:27]([O:29][CH2:30][C:31](O)=[O:32])=[CH:28][C:23]=2[CH2:22][O:21]1, predict the reaction product. The product is: [O:19]=[C:20]1[C:24]2[CH:25]=[CH:26][C:27]([O:29][CH2:30][C:31]([N:16]3[CH2:17][CH2:18][CH:13]([O:12][C:10]4[CH:9]=[CH:8][C:7]5[C:3](=[O:2])[O:4][CH2:5][C:6]=5[CH:11]=4)[CH2:14][CH2:15]3)=[O:32])=[CH:28][C:23]=2[CH2:22][O:21]1. (3) The product is: [NH2:1][C:2]1[CH:7]=[CH:6][C:5]([C:8]([N:10]2[CH2:15][CH2:14][N:13]([CH2:31][C:27]3[CH:26]=[C:25]([CH:30]=[CH:29][CH:28]=3)[C:24]([NH:23][C:19]([CH3:22])([CH3:20])[CH3:21])=[O:33])[C:12]([CH3:16])([CH3:17])[CH2:11]2)=[O:9])=[CH:4][C:3]=1[F:18]. Given the reactants [NH2:1][C:2]1[CH:7]=[CH:6][C:5]([C:8]([N:10]2[CH2:15][CH2:14][NH:13][C:12]([CH3:17])([CH3:16])[CH2:11]2)=[O:9])=[CH:4][C:3]=1[F:18].[C:19]([NH:23][C:24](=[O:33])[C:25]1[CH:30]=[CH:29][CH:28]=[C:27]([CH2:31]Cl)[CH:26]=1)([CH3:22])([CH3:21])[CH3:20].C(N(CC)CC)C.[I-].[Na+], predict the reaction product. (4) Given the reactants [Cl:1][C:2]1[CH:7]=[CH:6][C:5]([CH2:8][C:9]([C:11]2[CH:16]=[CH:15][C:14]([Cl:17])=[CH:13][C:12]=2[Cl:18])=[O:10])=[CH:4][CH:3]=1.C1C=C[NH+]=CC=1.[O-:25][Cr](Cl)(=O)=O.N1C=CC=CC=1, predict the reaction product. The product is: [Cl:1][C:2]1[CH:7]=[CH:6][C:5]([C:8](=[O:25])[C:9]([C:11]2[CH:16]=[CH:15][C:14]([Cl:17])=[CH:13][C:12]=2[Cl:18])=[O:10])=[CH:4][CH:3]=1.